From a dataset of Full USPTO retrosynthesis dataset with 1.9M reactions from patents (1976-2016). Predict the reactants needed to synthesize the given product. Given the product [OH:16][C:13]1[CH:12]=[CH:11][C:10]([CH2:9][N:4]2[CH2:5][CH2:6][CH2:7][CH2:8][C@@H:2]([NH:1][C:35]([N:32]3[CH2:33][CH2:34][CH:29]([N:28]4[CH2:27][C:26]5[C:21](=[CH:22][CH:23]=[CH:24][CH:25]=5)[NH:20][C:19]4=[O:18])[CH2:30][CH2:31]3)=[O:36])[C:3]2=[O:17])=[CH:15][CH:14]=1, predict the reactants needed to synthesize it. The reactants are: [NH2:1][C@@H:2]1[CH2:8][CH2:7][CH2:6][CH2:5][N:4]([CH2:9][C:10]2[CH:15]=[CH:14][C:13]([OH:16])=[CH:12][CH:11]=2)[C:3]1=[O:17].[O:18]=[C:19]1[N:28]([CH:29]2[CH2:34][CH2:33][N:32]([C:35](Cl)=[O:36])[CH2:31][CH2:30]2)[CH2:27][C:26]2[C:21](=[CH:22][CH:23]=[CH:24][CH:25]=2)[NH:20]1.